From a dataset of Full USPTO retrosynthesis dataset with 1.9M reactions from patents (1976-2016). Predict the reactants needed to synthesize the given product. The reactants are: CCN(C(C)C)C(C)C.[Br:10][C:11]1[CH:12]=[C:13]2[C:18](=[CH:19][CH:20]=1)[O:17][C:16](=[O:21])[C:15]([C:22]([OH:24])=O)=[CH:14]2.CN(C(ON1N=NC2C=CC=NC1=2)=[N+](C)C)C.F[P-](F)(F)(F)(F)F.[N:49]1[C:50]([C:58]2[CH:59]=[C:60]([NH2:64])[CH:61]=[CH:62][CH:63]=2)=[CH:51][N:52]2[CH:57]=[CH:56][CH:55]=[CH:54][C:53]=12. Given the product [N:49]1[C:50]([C:58]2[CH:59]=[C:60]([NH:64][C:22]([C:15]3[C:16](=[O:21])[O:17][C:18]4[C:13]([CH:14]=3)=[CH:12][C:11]([Br:10])=[CH:20][CH:19]=4)=[O:24])[CH:61]=[CH:62][CH:63]=2)=[CH:51][N:52]2[CH:57]=[CH:56][CH:55]=[CH:54][C:53]=12, predict the reactants needed to synthesize it.